This data is from Forward reaction prediction with 1.9M reactions from USPTO patents (1976-2016). The task is: Predict the product of the given reaction. (1) Given the reactants [NH:1]1[C:9]2[C:4](=[CH:5][CH:6]=[CH:7][N:8]=2)[CH:3]=[CH:2]1.[Cl:10][C:11]1[N:16]=[C:15]([O:17][CH3:18])[C:14]([CH:19]=[O:20])=[CH:13][CH:12]=1.CO.[OH-].[K+], predict the reaction product. The product is: [Cl:10][C:11]1[N:16]=[C:15]([O:17][CH3:18])[C:14]([CH:19]([C:3]2[C:4]3[C:9](=[N:8][CH:7]=[CH:6][CH:5]=3)[NH:1][CH:2]=2)[OH:20])=[CH:13][CH:12]=1. (2) Given the reactants C(OC([N:8](COCC[Si](C)(C)C)[C:9]1[S:10][C@:11]2([C:37](O)=[O:38])[C@H:13]([C@:14]([C:17]3[CH:22]=[C:21]([NH:23][C:24]([C:26]4[CH:31]=[N:30][C:29]([O:32][CH2:33][C:34]#[CH:35])=[CH:28][N:27]=4)=[O:25])[CH:20]=[CH:19][C:18]=3[F:36])([CH3:16])[N:15]=1)[CH2:12]2)=O)(C)(C)C.Cl.[F:49][CH2:50][C:51]([NH2:54])([CH3:53])[CH3:52], predict the reaction product. The product is: [NH2:8][C:9]1[S:10][C@:11]2([C:37]([NH:54][C:51]([CH3:53])([CH3:52])[CH2:50][F:49])=[O:38])[C@H:13]([C@:14]([C:17]3[CH:22]=[C:21]([NH:23][C:24]([C:26]4[CH:31]=[N:30][C:29]([O:32][CH2:33][C:34]#[CH:35])=[CH:28][N:27]=4)=[O:25])[CH:20]=[CH:19][C:18]=3[F:36])([CH3:16])[N:15]=1)[CH2:12]2.